From a dataset of NCI-60 drug combinations with 297,098 pairs across 59 cell lines. Regression. Given two drug SMILES strings and cell line genomic features, predict the synergy score measuring deviation from expected non-interaction effect. (1) Drug 1: CCC1=C2CN3C(=CC4=C(C3=O)COC(=O)C4(CC)O)C2=NC5=C1C=C(C=C5)O. Drug 2: CCN(CC)CCCC(C)NC1=C2C=C(C=CC2=NC3=C1C=CC(=C3)Cl)OC. Cell line: OVCAR-4. Synergy scores: CSS=9.58, Synergy_ZIP=-4.59, Synergy_Bliss=-0.303, Synergy_Loewe=-2.29, Synergy_HSA=0.773. (2) Drug 1: CCC(=C(C1=CC=CC=C1)C2=CC=C(C=C2)OCCN(C)C)C3=CC=CC=C3.C(C(=O)O)C(CC(=O)O)(C(=O)O)O. Drug 2: CC12CCC3C(C1CCC2OP(=O)(O)O)CCC4=C3C=CC(=C4)OC(=O)N(CCCl)CCCl.[Na+]. Cell line: A549. Synergy scores: CSS=12.7, Synergy_ZIP=-4.71, Synergy_Bliss=-0.399, Synergy_Loewe=-1.63, Synergy_HSA=-0.257. (3) Synergy scores: CSS=11.7, Synergy_ZIP=1.03, Synergy_Bliss=0.317, Synergy_Loewe=-2.29, Synergy_HSA=-2.77. Drug 2: C1CC(=O)NC(=O)C1N2C(=O)C3=CC=CC=C3C2=O. Cell line: COLO 205. Drug 1: C1CC(C1)(C(=O)O)C(=O)O.[NH2-].[NH2-].[Pt+2]. (4) Drug 1: C1CCC(C1)C(CC#N)N2C=C(C=N2)C3=C4C=CNC4=NC=N3. Drug 2: CCCCCOC(=O)NC1=NC(=O)N(C=C1F)C2C(C(C(O2)C)O)O. Cell line: COLO 205. Synergy scores: CSS=-6.78, Synergy_ZIP=4.61, Synergy_Bliss=0.942, Synergy_Loewe=-8.84, Synergy_HSA=-8.12. (5) Drug 1: C1=CC(=C2C(=C1NCCNCCO)C(=O)C3=C(C=CC(=C3C2=O)O)O)NCCNCCO. Drug 2: CC1=C(C(CCC1)(C)C)C=CC(=CC=CC(=CC(=O)O)C)C. Cell line: COLO 205. Synergy scores: CSS=0.0230, Synergy_ZIP=-6.61, Synergy_Bliss=-20.8, Synergy_Loewe=-49.7, Synergy_HSA=-26.8.